This data is from Forward reaction prediction with 1.9M reactions from USPTO patents (1976-2016). The task is: Predict the product of the given reaction. The product is: [CH3:26][C@H:23]1[NH:22][CH2:21][C@H:20]([CH2:19][OH:18])[S:25][CH2:24]1. Given the reactants [Si]([O:18][CH2:19][C@@H:20]1[S:25][CH2:24][C@@H:23]([CH3:26])[NH:22][CH2:21]1)(C(C)(C)C)(C1C=CC=CC=1)C1C=CC=CC=1.[F-].C([N+](CCCC)(CCCC)CCCC)CCC, predict the reaction product.